From a dataset of Catalyst prediction with 721,799 reactions and 888 catalyst types from USPTO. Predict which catalyst facilitates the given reaction. (1) Reactant: [CH2:1]([O:8][C@H:9]([C@@H:12]([O:15][CH2:16][C:17]1[CH:22]=[CH:21][CH:20]=[CH:19][CH:18]=1)[CH2:13][OH:14])[CH2:10][OH:11])[C:2]1[CH:7]=[CH:6][CH:5]=[CH:4][CH:3]=1.[N@:23]1([C:30]([O:32][CH2:33][C:34]2[CH:39]=[CH:38][CH:37]=[CH:36][CH:35]=2)=[O:31])[CH2:25][CH:24]1[C:26]([O:28][CH3:29])=[O:27].B(F)(F)F.O(CC)CC. The catalyst class is: 2. Product: [CH2:33]([O:32][C:30]([NH:23][C@@H:24]([CH2:25][O:14][CH2:13][C@H:12]([O:15][CH2:16][C:17]1[CH:18]=[CH:19][CH:20]=[CH:21][CH:22]=1)[C@@H:9]([O:8][CH2:1][C:2]1[CH:3]=[CH:4][CH:5]=[CH:6][CH:7]=1)[CH2:10][OH:11])[C:26]([O:28][CH3:29])=[O:27])=[O:31])[C:34]1[CH:35]=[CH:36][CH:37]=[CH:38][CH:39]=1. (2) Reactant: C([O:3][C:4]([C:6]1[C:7]2[C:24]([CH3:25])=[N:23][N:22]([CH:26]3[CH2:31][CH2:30][CH2:29][CH2:28][O:27]3)[C:8]=2[N:9]=[C:10]([C:12]2[CH:17]=[CH:16][C:15]([O:18][CH2:19][O:20][CH3:21])=[CH:14][CH:13]=2)[CH:11]=1)=[O:5])C.[OH-].[Na+]. Product: [CH3:21][O:20][CH2:19][O:18][C:15]1[CH:16]=[CH:17][C:12]([C:10]2[CH:11]=[C:6]([C:4]([OH:5])=[O:3])[C:7]3[C:24]([CH3:25])=[N:23][N:22]([CH:26]4[CH2:31][CH2:30][CH2:29][CH2:28][O:27]4)[C:8]=3[N:9]=2)=[CH:13][CH:14]=1. The catalyst class is: 8. (3) Reactant: C([Li])CCC.Br[C:7]1[CH:12]=[CH:11][CH:10]=[C:9]([Br:13])[CH:8]=1.[C:14]([C:16]1[C:21]([F:22])=[CH:20][CH:19]=[CH:18][C:17]=1[C:23]([C:31]1[CH:36]=[CH:35][N:34]=[C:33]([O:37][CH3:38])[CH:32]=1)=[N:24]S(C(C)(C)C)=O)#[N:15].Cl. Product: [Br:13][C:9]1[CH:8]=[C:7]([C:23]2([C:31]3[CH:36]=[CH:35][N:34]=[C:33]([O:37][CH3:38])[CH:32]=3)[C:17]3[C:16](=[C:21]([F:22])[CH:20]=[CH:19][CH:18]=3)[C:14]([NH2:15])=[N:24]2)[CH:12]=[CH:11][CH:10]=1. The catalyst class is: 27. (4) Reactant: [Cl:1][C:2]1[CH:7]=[CH:6][C:5]([NH:8][C:9]2[N:17]=[CH:16][CH:15]=[CH:14][C:10]=2[C:11]([OH:13])=O)=[CH:4][C:3]=1[O:18][CH3:19].Cl.[NH2:21][C:22]([CH3:27])([CH2:25][CH3:26])[C:23]#[CH:24].C1C=CC2N(O)N=NC=2C=1.CCN=C=NCCCN(C)C.CCN(C(C)C)C(C)C. Product: [Cl:1][C:2]1[CH:7]=[CH:6][C:5]([NH:8][C:9]2[N:17]=[CH:16][CH:15]=[CH:14][C:10]=2[C:11]([NH:21][C:22]([CH3:27])([CH2:25][CH3:26])[C:23]#[CH:24])=[O:13])=[CH:4][C:3]=1[O:18][CH3:19]. The catalyst class is: 2. (5) Product: [Cl:1][C:2]1[C:3]([NH:4][CH2:5][C:6]2[CH:11]=[C:10]([C:12]3[CH:17]=[CH:16][CH:15]=[C:14]([F:18])[CH:13]=3)[CH:9]=[CH:8][C:7]=2[F:19])=[C:20]([Cl:26])[CH:21]=[CH:22][C:23]=1[OH:24]. Reactant: [Cl:1][C:2]1[C:23]([O:24]C)=[CH:22][CH:21]=[C:20]([Cl:26])[C:3]=1[NH:4][CH2:5][C:6]1[CH:11]=[C:10]([C:12]2[CH:17]=[CH:16][CH:15]=[C:14]([F:18])[CH:13]=2)[CH:9]=[CH:8][C:7]=1[F:19]. The catalyst class is: 2. (6) Reactant: C(N(CC)C(C)C)(C)C.CN(C(ON1N=NC2C=CC=NC1=2)=[N+](C)C)C.F[P-](F)(F)(F)(F)F.[Cl:34][C:35]1[CH:36]=[C:37]([CH:54]=[CH:55][CH:56]=1)[CH2:38][NH:39][C:40]1[N:53]=[C:43]2[C:44]([O:51][CH3:52])=[CH:45][C:46]([C:48]([OH:50])=O)=[CH:47][N:42]2[N:41]=1.[CH2:57]([C@H:59]1[NH:64][CH2:63][C:62]([CH2:66][CH2:67][OH:68])([CH3:65])[O:61][CH2:60]1)[CH3:58]. Product: [Cl:34][C:35]1[CH:36]=[C:37]([CH:54]=[CH:55][CH:56]=1)[CH2:38][NH:39][C:40]1[N:53]=[C:43]2[C:44]([O:51][CH3:52])=[CH:45][C:46]([C:48]([N:64]3[C@H:59]([CH2:57][CH3:58])[CH2:60][O:61][C:62]([CH2:66][CH2:67][OH:68])([CH3:65])[CH2:63]3)=[O:50])=[CH:47][N:42]2[N:41]=1. The catalyst class is: 9. (7) Reactant: [CH2:1]([NH:8][C:9]([C:11]1[CH:16]=[CH:15][C:14]([NH:17]C(=O)OC(C)(C)C)=[CH:13][CH:12]=1)=[O:10])[C:2]1[CH:7]=[CH:6][CH:5]=[CH:4][CH:3]=1.FC(F)(F)C(O)=O. Product: [NH2:17][C:14]1[CH:15]=[CH:16][C:11]([C:9]([NH:8][CH2:1][C:2]2[CH:7]=[CH:6][CH:5]=[CH:4][CH:3]=2)=[O:10])=[CH:12][CH:13]=1. The catalyst class is: 2. (8) Reactant: [NH:1]1[C:9]2[C:4](=[CH:5][CH:6]=[CH:7][CH:8]=2)[C:3](/[CH:10]=[C:11]2\[O:12][C:13]3[C:20](/[CH:21]=[CH:22]\[CH2:23][CH2:24][N:25]4[CH2:30][CH2:29][N:28](C(OC(C)(C)C)=O)[CH2:27][CH2:26]4)=[C:19]([O:38][CH3:39])[CH:18]=[CH:17][C:14]=3[C:15]\2=[O:16])=[N:2]1.Cl. Product: [NH:1]1[C:9]2[C:4](=[CH:5][CH:6]=[CH:7][CH:8]=2)[C:3](/[CH:10]=[C:11]2\[O:12][C:13]3[C:20](/[CH:21]=[CH:22]\[CH2:23][CH2:24][N:25]4[CH2:26][CH2:27][NH:28][CH2:29][CH2:30]4)=[C:19]([O:38][CH3:39])[CH:18]=[CH:17][C:14]=3[C:15]\2=[O:16])=[N:2]1. The catalyst class is: 135.